From a dataset of Forward reaction prediction with 1.9M reactions from USPTO patents (1976-2016). Predict the product of the given reaction. (1) Given the reactants [Br:1][C:2]1[CH:3]=[C:4]([C:11]([C:14]2[CH:15]=[C:16]([OH:20])[CH:17]=[CH:18][CH:19]=2)([CH3:13])[CH3:12])[CH:5]=[C:6]([N+:8]([O-:10])=[O:9])[CH:7]=1.C([O-])([O-])=O.[K+].[K+].I[CH2:28][C:29]([NH2:31])=[O:30].O, predict the reaction product. The product is: [Br:1][C:2]1[CH:3]=[C:4]([C:11]([C:14]2[CH:15]=[C:16]([CH:17]=[CH:18][CH:19]=2)[O:20][CH2:28][C:29]([NH2:31])=[O:30])([CH3:13])[CH3:12])[CH:5]=[C:6]([N+:8]([O-:10])=[O:9])[CH:7]=1. (2) Given the reactants CO[C:3](=[O:15])[CH:4](Br)[C:5]1[CH:10]=[CH:9][CH:8]=[C:7]([N+:11]([O-:13])=[O:12])[CH:6]=1.[CH3:16][NH:17][CH2:18][CH2:19][NH:20][CH3:21], predict the reaction product. The product is: [CH3:16][N:17]1[CH2:18][CH2:19][N:20]([CH3:21])[CH:4]([C:5]2[CH:10]=[CH:9][CH:8]=[C:7]([N+:11]([O-:13])=[O:12])[CH:6]=2)[C:3]1=[O:15]. (3) Given the reactants [CH2:1]([O:5][C:6]1[CH:16]=[C:15]([N+:17]([O-])=O)[CH:14]=[CH:13][C:7]=1[C:8]([O:10]CC)=[O:9])[CH2:2][CH2:3][CH3:4], predict the reaction product. The product is: [CH2:1]([O:5][C:6]1[CH:16]=[C:15]([NH2:17])[CH:14]=[CH:13][C:7]=1[C:8]([OH:10])=[O:9])[CH2:2][CH2:3][CH3:4].